Dataset: Full USPTO retrosynthesis dataset with 1.9M reactions from patents (1976-2016). Task: Predict the reactants needed to synthesize the given product. Given the product [NH2:28][C:22]1[CH:23]=[CH:24][CH:25]=[C:26]2[C:21]=1[NH:20][C:19]1[C:18](=[O:31])[NH:17][CH2:16][CH2:15][C:14](=[C:12]3[C:11](=[O:32])[N:10]=[C:9]([NH2:8])[NH:13]3)[C:27]2=1, predict the reactants needed to synthesize it. The reactants are: OC(C(F)(F)F)=O.[NH2:8][C:9]1[NH:13][C:12](=[C:14]2[C:27]3[C:26]4[C:21](=[C:22]([N+:28]([O-])=O)[CH:23]=[CH:24][CH:25]=4)[NH:20][C:19]=3[C:18](=[O:31])[NH:17][CH2:16][CH2:15]2)[C:11](=[O:32])[N:10]=1.